From a dataset of CYP3A4 substrate classification data from Carbon-Mangels et al.. Regression/Classification. Given a drug SMILES string, predict its absorption, distribution, metabolism, or excretion properties. Task type varies by dataset: regression for continuous measurements (e.g., permeability, clearance, half-life) or binary classification for categorical outcomes (e.g., BBB penetration, CYP inhibition). Dataset: cyp3a4_substrate_carbonmangels. (1) The molecule is CCOC(=O)[C@H](CCc1ccccc1)N[C@@H](C)C(=O)N(CC(=O)O)C1Cc2ccccc2C1. The result is 0 (non-substrate). (2) The drug is COC(=O)N[C@H](C(=O)N[C@@H](Cc1ccccc1)[C@H](O)CN(Cc1ccc(-c2ccccn2)cc1)NC(=O)[C@H](NC(=O)OC)C(C)(C)C)C(C)(C)C. The result is 0 (non-substrate). (3) The drug is NNC(=O)c1ccncc1. The result is 0 (non-substrate). (4) The compound is C[C@@H](C(=O)O)c1ccc2c(c1)CC(=O)c1ccccc1S2. The result is 0 (non-substrate).